Dataset: CYP2C19 inhibition data for predicting drug metabolism from PubChem BioAssay. Task: Regression/Classification. Given a drug SMILES string, predict its absorption, distribution, metabolism, or excretion properties. Task type varies by dataset: regression for continuous measurements (e.g., permeability, clearance, half-life) or binary classification for categorical outcomes (e.g., BBB penetration, CYP inhibition). Dataset: cyp2c19_veith. (1) The drug is Cc1c(C)n(C)c2ccc(C(=O)Nc3cccc4ccccc34)cc12. The result is 1 (inhibitor). (2) The compound is N[C@@H](Cc1cccnn1)C(=O)O. The result is 0 (non-inhibitor). (3) The result is 0 (non-inhibitor). The compound is O=c1cnc2cnc(N3CCOCC3)nc2n1C1CC1.